From a dataset of Full USPTO retrosynthesis dataset with 1.9M reactions from patents (1976-2016). Predict the reactants needed to synthesize the given product. (1) Given the product [Cl:8][C:4]1[CH:3]=[C:2]([NH:1]/[C:20](/[NH:23][C:24](=[O:25])[O:26][C:27]([CH3:30])([CH3:29])[CH3:28])=[N:19]/[C:12](=[O:13])[O:14][C:15]([CH3:18])([CH3:17])[CH3:16])[CH:7]=[CH:6][N:5]=1, predict the reactants needed to synthesize it. The reactants are: [NH2:1][C:2]1[CH:7]=[CH:6][N:5]=[C:4]([Cl:8])[CH:3]=1.ClCCl.[C:12]([NH:19][C:20](=[N:23][C:24]([O:26][C:27]([CH3:30])([CH3:29])[CH3:28])=[O:25])SC)([O:14][C:15]([CH3:18])([CH3:17])[CH3:16])=[O:13]. (2) Given the product [OH:1][C:2]1[C:3]([C:12](/[C:13](=[CH:22]\[C:23]2[CH:28]=[CH:27][CH:26]=[CH:25][CH:24]=2)/[C:14]([O:16][C:17]([CH3:18])([CH3:20])[CH3:19])=[O:15])=[O:21])=[CH:4][C:5]2[C:10]([CH:11]=1)=[CH:9][CH:8]=[CH:7][CH:6]=2, predict the reactants needed to synthesize it. The reactants are: [OH:1][C:2]1[C:3]([C:12](=[O:21])[CH2:13][C:14]([O:16][C:17]([CH3:20])([CH3:19])[CH3:18])=[O:15])=[CH:4][C:5]2[C:10]([CH:11]=1)=[CH:9][CH:8]=[CH:7][CH:6]=2.[CH:22](=O)[C:23]1[CH:28]=[CH:27][CH:26]=[CH:25][CH:24]=1.N1CCCCC1.C(O)(=O)C.